This data is from Full USPTO retrosynthesis dataset with 1.9M reactions from patents (1976-2016). The task is: Predict the reactants needed to synthesize the given product. Given the product [C:1]([O:5][C:6]([NH:8][CH2:9][C:10]([CH3:16])([CH3:15])[CH2:11][C:12]([O:14][C:23]1[CH:24]=[CH:25][C:20]([N+:17]([O-:19])=[O:18])=[CH:21][CH:22]=1)=[O:13])=[O:7])([CH3:4])([CH3:2])[CH3:3], predict the reactants needed to synthesize it. The reactants are: [C:1]([O:5][C:6]([NH:8][CH2:9][C:10]([CH3:16])([CH3:15])[CH2:11][C:12]([OH:14])=[O:13])=[O:7])([CH3:4])([CH3:3])[CH3:2].[N+:17]([C:20]1[CH:25]=[CH:24][C:23](O)=[CH:22][CH:21]=1)([O-:19])=[O:18].C1CCC(N=C=NC2CCCCC2)CC1.